This data is from Catalyst prediction with 721,799 reactions and 888 catalyst types from USPTO. The task is: Predict which catalyst facilitates the given reaction. (1) Reactant: [NH2:1][C:2]1[N:7]=[C:6]([O:8]C)[C:5]([C:10]([NH:12][CH2:13][CH:14]2[CH2:19][CH2:18][NH:17][CH2:16][CH2:15]2)=[O:11])=[CH:4][C:3]=1[Cl:20].[CH:21](=O)[C:22]([CH3:25])([CH3:24])[CH3:23].C([BH3-])#N.[Na+].C(O)(=O)C.[OH-].[NH4+]. The catalyst class is: 5. Product: [NH2:1][C:2]1[NH:7][C:6](=[O:8])[C:5]([C:10]([NH:12][CH2:13][CH:14]2[CH2:19][CH2:18][N:17]([CH2:21][C:22]([CH3:25])([CH3:24])[CH3:23])[CH2:16][CH2:15]2)=[O:11])=[CH:4][C:3]=1[Cl:20]. (2) Reactant: [CH3:1][S:2]([NH:5][C:6]1[C:7]([C:19]2[CH:24]=[CH:23][CH:22]=[CH:21][CH:20]=2)=[N:8][C:9]2[C:14]([C:15]=1[C:16]([OH:18])=O)=[CH:13][CH:12]=[CH:11][CH:10]=2)(=[O:4])=[O:3].C1C=C2N=NN(O)C2=CC=1.O.CN1CCOCC1.CCN=C=NCCCN(C)C.Cl.[NH2:55][C@H:56]([C:60]1[CH:65]=[CH:64][CH:63]=[CH:62][CH:61]=1)[C@@H:57]([OH:59])[CH3:58]. Product: [OH:59][C@@H:57]([CH3:58])[C@H:56]([NH:55][C:16]([C:15]1[C:14]2[C:9](=[CH:10][CH:11]=[CH:12][CH:13]=2)[N:8]=[C:7]([C:19]2[CH:20]=[CH:21][CH:22]=[CH:23][CH:24]=2)[C:6]=1[NH:5][S:2]([CH3:1])(=[O:3])=[O:4])=[O:18])[C:60]1[CH:61]=[CH:62][CH:63]=[CH:64][CH:65]=1. The catalyst class is: 2. (3) Reactant: [Cl:1][C:2]1[C:3]([O:12][C:13]2[CH:18]=[C:17]([OH:19])[CH:16]=[CH:15][C:14]=2/[CH:20]=[CH:21]/[C:22]([O:24][CH2:25][CH3:26])=[O:23])=[N:4][CH:5]=[C:6]([C:8]([F:11])([F:10])[F:9])[CH:7]=1.C(P(CCCC)CCCC)CCC.[CH3:40][C:41]([OH:46])([CH3:45])[CH2:42][CH2:43]O.N(C(N1CCCCC1)=O)=NC(N1CCCCC1)=O. Product: [Cl:1][C:2]1[C:3]([O:12][C:13]2[CH:18]=[C:17]([O:19][CH2:43][CH2:42][C:41]([OH:46])([CH3:45])[CH3:40])[CH:16]=[CH:15][C:14]=2/[CH:20]=[CH:21]/[C:22]([O:24][CH2:25][CH3:26])=[O:23])=[N:4][CH:5]=[C:6]([C:8]([F:9])([F:11])[F:10])[CH:7]=1. The catalyst class is: 7.